Dataset: Forward reaction prediction with 1.9M reactions from USPTO patents (1976-2016). Task: Predict the product of the given reaction. (1) Given the reactants [C:1]([O:5][C:6](=[O:13])[NH:7][C:8]([CH3:12])([CH3:11])[CH2:9][OH:10])([CH3:4])([CH3:3])[CH3:2].[H-].[Na+].Br[C:17]1[C:26]2[C:21](=[CH:22][N:23]=[CH:24][CH:25]=2)[CH:20]=[C:19]([C:27]2[CH:32]=[CH:31][N:30]=[CH:29][CH:28]=2)[N:18]=1, predict the reaction product. The product is: [C:1]([O:5][C:6](=[O:13])[NH:7][C:8]([CH3:12])([CH3:11])[CH2:9][O:10][C:17]1[C:26]2[C:21](=[CH:22][N:23]=[CH:24][CH:25]=2)[CH:20]=[C:19]([C:27]2[CH:32]=[CH:31][N:30]=[CH:29][CH:28]=2)[N:18]=1)([CH3:4])([CH3:2])[CH3:3]. (2) Given the reactants CC([N:5]([C@H:9]([CH3:28])[C:10]([NH:12][C:13]1[CH:14]=[N:15][C:16]([O:19][C:20]2[CH:25]=[C:24]([CH3:26])[CH:23]=[CH:22][C:21]=2[CH3:27])=[CH:17][CH:18]=1)=[O:11])C(=O)[O-])(C)C.C(O)(C(F)(F)F)=O, predict the reaction product. The product is: [CH3:27][C:21]1[CH:22]=[CH:23][C:24]([CH3:26])=[CH:25][C:20]=1[O:19][C:16]1[N:15]=[CH:14][C:13]([NH:12][C:10](=[O:11])[C@@H:9]([CH3:28])[NH2:5])=[CH:18][CH:17]=1. (3) Given the reactants [CH:1]([C:4]1[C:5](=[O:17])[N:6]([C:11]2[CH:16]=[CH:15][CH:14]=[CH:13][CH:12]=2)[N:7]([CH3:10])[C:8]=1[CH3:9])([CH3:3])[CH3:2].[Br:18]Br, predict the reaction product. The product is: [Br:18][CH2:9][C:8]1[N:7]([CH3:10])[N:6]([C:11]2[CH:12]=[CH:13][CH:14]=[CH:15][CH:16]=2)[C:5](=[O:17])[C:4]=1[CH:1]([CH3:3])[CH3:2]. (4) Given the reactants [C:1]([O:5][C@@H:6]([C:11]1[C:16]([CH3:17])=[CH:15][CH:14]=[C:13]([CH:18]2[CH2:20][CH2:19]2)[C:12]=1[C:21]1[C:22]([CH3:31])=[C:23]2[C:28](=[CH:29][CH:30]=1)[O:27][CH2:26][CH2:25][CH2:24]2)[C:7]([O:9]C)=[O:8])([CH3:4])([CH3:3])[CH3:2].[OH-].[Na+], predict the reaction product. The product is: [C:1]([O:5][C@@H:6]([C:11]1[C:16]([CH3:17])=[CH:15][CH:14]=[C:13]([CH:18]2[CH2:19][CH2:20]2)[C:12]=1[C:21]1[C:22]([CH3:31])=[C:23]2[C:28](=[CH:29][CH:30]=1)[O:27][CH2:26][CH2:25][CH2:24]2)[C:7]([OH:9])=[O:8])([CH3:4])([CH3:3])[CH3:2].